From a dataset of Full USPTO retrosynthesis dataset with 1.9M reactions from patents (1976-2016). Predict the reactants needed to synthesize the given product. (1) Given the product [NH2:1][C:4]1[C:9](=[O:10])[N:8]([CH2:11][C:12]([OH:14])=[O:13])[C:7]([C:15]2[CH:20]=[CH:19][CH:18]=[CH:17][CH:16]=2)=[N:6][CH:5]=1, predict the reactants needed to synthesize it. The reactants are: [N+:1]([C:4]1[C:9](=[O:10])[N:8]([CH2:11][C:12]([OH:14])=[O:13])[C:7]([C:15]2[CH:20]=[CH:19][CH:18]=[CH:17][CH:16]=2)=[N:6][CH:5]=1)([O-])=O.[H][H]. (2) Given the product [CH2:1]([O:3][C:4](=[O:22])[CH2:5][C:6]1[CH:11]=[CH:10][C:9]([N:12]2[C:16]3[CH:17]=[CH:18][C:19]([C:28]4[CH:29]=[CH:30][C:25]([O:24][CH3:23])=[CH:26][CH:27]=4)=[CH:20][C:15]=3[N:14]=[CH:13]2)=[CH:8][CH:7]=1)[CH3:2], predict the reactants needed to synthesize it. The reactants are: [CH2:1]([O:3][C:4](=[O:22])[CH2:5][C:6]1[CH:11]=[CH:10][C:9]([N:12]2[C:16]3[CH:17]=[CH:18][C:19](Br)=[CH:20][C:15]=3[N:14]=[CH:13]2)=[CH:8][CH:7]=1)[CH3:2].[CH3:23][O:24][C:25]1[CH:30]=[CH:29][C:28](B(O)O)=[CH:27][CH:26]=1.C([O-])([O-])=O.[Na+].[Na+].B(O)O.